From a dataset of Forward reaction prediction with 1.9M reactions from USPTO patents (1976-2016). Predict the product of the given reaction. (1) Given the reactants [CH3:1][O:2][C:3]([C@@H:5]1[CH2:9][C@H:8]([NH:10][C:11]([O:13][CH2:14][C:15]2[CH:20]=[CH:19][CH:18]=[CH:17][CH:16]=2)=[O:12])[CH2:7][NH:6]1)=[O:4].[CH2:21]([N:26]([CH2:30][C:31]1[CH:36]=[CH:35][C:34]([C:37]2[CH:42]=[CH:41][CH:40]=[CH:39][C:38]=2[C:43]2[N:44]=[N:45][N:46](C(C3C=CC=CC=3)(C3C=CC=CC=3)C3C=CC=CC=3)[N:47]=2)=[CH:33][CH:32]=1)[C:27](Cl)=[O:28])[CH2:22][CH2:23][CH2:24][CH3:25].CCN([CH:73]([CH3:75])[CH3:74])C(C)C.[C:76]1([CH3:82])[CH:81]=[CH:80][CH:79]=[CH:78][CH:77]=1, predict the reaction product. The product is: [CH3:1][O:2][C:3]([C@@H:5]1[CH2:9][C@H:8]([NH:10][C:11]([O:13][CH2:14][C:15]2[CH:20]=[CH:19][CH:18]=[CH:17][CH:16]=2)=[O:12])[CH2:7][N:6]1[C:27](=[O:28])[N:26]([CH2:21][CH2:22][CH2:23][CH2:24][CH3:25])[CH2:30][C:31]1[CH:36]=[CH:35][C:34]([C:37]2[CH:42]=[CH:41][CH:40]=[CH:39][C:38]=2[C:43]2[N:47]([C:82]([C:74]3[CH:73]=[CH:75][CH:9]=[CH:5][CH:3]=3)([C:15]3[CH:20]=[CH:19][CH:18]=[CH:17][CH:16]=3)[C:76]3[CH:81]=[CH:80][CH:79]=[CH:78][CH:77]=3)[N:46]=[N:45][N:44]=2)=[CH:33][CH:32]=1)=[O:4]. (2) Given the reactants Br[C:2]1[CH:7]=[CH:6][C:5]([CH2:8][C:9]#[N:10])=[C:4]([F:11])[CH:3]=1.[B:12]1([B:12]2[O:16][C:15]([CH3:18])([CH3:17])[C:14]([CH3:20])([CH3:19])[O:13]2)[O:16][C:15]([CH3:18])([CH3:17])[C:14]([CH3:20])([CH3:19])[O:13]1, predict the reaction product. The product is: [F:11][C:4]1[CH:3]=[C:2]([B:12]2[O:16][C:15]([CH3:18])([CH3:17])[C:14]([CH3:20])([CH3:19])[O:13]2)[CH:7]=[CH:6][C:5]=1[CH2:8][C:9]#[N:10].